Dataset: NCI-60 drug combinations with 297,098 pairs across 59 cell lines. Task: Regression. Given two drug SMILES strings and cell line genomic features, predict the synergy score measuring deviation from expected non-interaction effect. Drug 1: CN1C2=C(C=C(C=C2)N(CCCl)CCCl)N=C1CCCC(=O)O.Cl. Drug 2: C(CCl)NC(=O)N(CCCl)N=O. Cell line: SN12C. Synergy scores: CSS=7.69, Synergy_ZIP=-2.61, Synergy_Bliss=2.24, Synergy_Loewe=1.49, Synergy_HSA=3.10.